From a dataset of Forward reaction prediction with 1.9M reactions from USPTO patents (1976-2016). Predict the product of the given reaction. The product is: [C:1]([O:5][C:6]([N:8]1[CH2:12][CH2:11][C@H:10]([C@H:13]([O:18][C:22]2[CH:27]=[CH:26][C:25]([C:28]([F:31])([F:30])[F:29])=[CH:24][CH:23]=2)[CH2:14][N:15]=[N+:16]=[N-:17])[CH2:9]1)=[O:7])([CH3:4])([CH3:2])[CH3:3]. Given the reactants [C:1]([O:5][C:6]([N:8]1[CH2:12][CH2:11][C@H:10]([C@H:13]([OH:18])[CH2:14][N:15]=[N+:16]=[N-:17])[CH2:9]1)=[O:7])([CH3:4])([CH3:3])[CH3:2].[H-].[Na+].F[C:22]1[CH:27]=[CH:26][C:25]([C:28]([F:31])([F:30])[F:29])=[CH:24][CH:23]=1, predict the reaction product.